This data is from NCI-60 drug combinations with 297,098 pairs across 59 cell lines. The task is: Regression. Given two drug SMILES strings and cell line genomic features, predict the synergy score measuring deviation from expected non-interaction effect. (1) Drug 1: C1=C(C(=O)NC(=O)N1)N(CCCl)CCCl. Drug 2: CCCCC(=O)OCC(=O)C1(CC(C2=C(C1)C(=C3C(=C2O)C(=O)C4=C(C3=O)C=CC=C4OC)O)OC5CC(C(C(O5)C)O)NC(=O)C(F)(F)F)O. Cell line: HCC-2998. Synergy scores: CSS=0.0510, Synergy_ZIP=-3.74, Synergy_Bliss=-3.63, Synergy_Loewe=-6.05, Synergy_HSA=-4.56. (2) Drug 1: C1=NC2=C(N1)C(=S)N=C(N2)N. Drug 2: CC1=C(C(CCC1)(C)C)C=CC(=CC=CC(=CC(=O)O)C)C. Cell line: M14. Synergy scores: CSS=37.9, Synergy_ZIP=-0.814, Synergy_Bliss=0.604, Synergy_Loewe=-5.10, Synergy_HSA=-0.199. (3) Drug 1: C1CN1C2=NC(=NC(=N2)N3CC3)N4CC4. Drug 2: CC1=C(N=C(N=C1N)C(CC(=O)N)NCC(C(=O)N)N)C(=O)NC(C(C2=CN=CN2)OC3C(C(C(C(O3)CO)O)O)OC4C(C(C(C(O4)CO)O)OC(=O)N)O)C(=O)NC(C)C(C(C)C(=O)NC(C(C)O)C(=O)NCCC5=NC(=CS5)C6=NC(=CS6)C(=O)NCCC[S+](C)C)O. Cell line: NCIH23. Synergy scores: CSS=66.4, Synergy_ZIP=-2.12, Synergy_Bliss=-2.65, Synergy_Loewe=-0.0418, Synergy_HSA=2.37. (4) Drug 1: C1=CC(=CC=C1CCCC(=O)O)N(CCCl)CCCl. Drug 2: C1=CN(C(=O)N=C1N)C2C(C(C(O2)CO)O)O.Cl. Cell line: SK-MEL-2. Synergy scores: CSS=19.3, Synergy_ZIP=-8.53, Synergy_Bliss=-2.81, Synergy_Loewe=-6.39, Synergy_HSA=-0.877. (5) Drug 1: C1CCN(CC1)CCOC2=CC=C(C=C2)C(=O)C3=C(SC4=C3C=CC(=C4)O)C5=CC=C(C=C5)O. Drug 2: C1CC(=O)NC(=O)C1N2C(=O)C3=CC=CC=C3C2=O. Cell line: NCI-H460. Synergy scores: CSS=-2.77, Synergy_ZIP=3.46, Synergy_Bliss=4.66, Synergy_Loewe=0.622, Synergy_HSA=0.256. (6) Drug 1: CC1=CC=C(C=C1)C2=CC(=NN2C3=CC=C(C=C3)S(=O)(=O)N)C(F)(F)F. Drug 2: C1=CC=C(C=C1)NC(=O)CCCCCCC(=O)NO. Synergy scores: CSS=4.17, Synergy_ZIP=-1.57, Synergy_Bliss=-2.36, Synergy_Loewe=-16.2, Synergy_HSA=-7.81. Cell line: HCC-2998.